Task: Predict the reactants needed to synthesize the given product.. Dataset: Full USPTO retrosynthesis dataset with 1.9M reactions from patents (1976-2016) (1) Given the product [CH3:1][C:2]1[CH:3]=[N:4][C:5]([CH2:11][S+:12]([O-:24])[C:13]2[N-:14][C:15]3[CH:16]=[CH:17][C:18]([O:22][CH3:23])=[CH:19][C:20]=3[N:21]=2)=[C:6]([CH3:10])[C:7]=1[O:8][CH3:9].[Na+:49], predict the reactants needed to synthesize it. The reactants are: [CH3:1][C:2]1[CH:3]=[N:4][C:5]([CH2:11][S+:12]([O-:24])[C:13]2[NH:14][C:15]3[CH:16]=[CH:17][C:18]([O:22][CH3:23])=[CH:19][C:20]=3[N:21]=2)=[C:6]([CH3:10])[C:7]=1[O:8][CH3:9].C1C=CC2C(C3C(O)=CC=C4C=3C=CC=C4)=C(O)C=CC=2C=1.O.[OH-].[Na+:49].[O-]CC.[Na+]. (2) Given the product [F:1][C:2]1[CH:3]=[CH:4][C:5]([N:8]2[C:12](=[O:13])[C:11](=[CH:21][C:20]3[CH:23]=[CH:24][C:25]([OH:26])=[C:18]([O:17][CH2:15][CH:16]=[CH2:27])[CH:19]=3)[S:10][C:9]2=[S:14])=[CH:6][CH:7]=1, predict the reactants needed to synthesize it. The reactants are: [F:1][C:2]1[CH:7]=[CH:6][C:5]([N:8]2[C:12](=[O:13])[CH2:11][S:10][C:9]2=[S:14])=[CH:4][CH:3]=1.[CH2:15]([O:17][C:18]1[CH:19]=[C:20]([CH:23]=[CH:24][C:25]=1[OH:26])[CH:21]=O)[CH3:16].[C:27]([O-])(=O)C.[NH4+].O. (3) Given the product [Br:1][C:2]1[CH:3]=[CH:4][C:5]2[O:14][CH2:13][CH2:12][C:11]3[C:7](=[N:8][N:9]([C:17]4[N:21]([CH:22]([CH3:24])[CH3:23])[N:20]=[CH:19][N:18]=4)[CH:10]=3)[C:6]=2[CH:15]=1, predict the reactants needed to synthesize it. The reactants are: [Br:1][C:2]1[CH:3]=[CH:4][C:5]2[O:14][CH2:13][CH2:12][C:11]3[C:7](=[N:8][NH:9][CH:10]=3)[C:6]=2[CH:15]=1.Cl[C:17]1[N:21]([CH:22]([CH3:24])[CH3:23])[N:20]=[CH:19][N:18]=1.